Predict which catalyst facilitates the given reaction. From a dataset of Catalyst prediction with 721,799 reactions and 888 catalyst types from USPTO. Reactant: O.O.[Sn](Cl)Cl.[C:6]([C:10]1[CH:15]=[CH:14][C:13]([S:16]([CH3:19])(=[O:18])=[O:17])=[C:12]([N+:20]([O-])=O)[CH:11]=1)([CH3:9])([CH3:8])[CH3:7].[OH-].[Na+]. Product: [C:6]([C:10]1[CH:15]=[CH:14][C:13]([S:16]([CH3:19])(=[O:17])=[O:18])=[C:12]([NH2:20])[CH:11]=1)([CH3:9])([CH3:7])[CH3:8]. The catalyst class is: 13.